Dataset: Forward reaction prediction with 1.9M reactions from USPTO patents (1976-2016). Task: Predict the product of the given reaction. (1) The product is: [Br:12][C:13]1[CH:14]=[CH:15][C:16]2=[N:19][O:20][C:9]([C:3]3[CH:4]=[CH:5][CH:6]=[CH:7][CH:8]=3)=[C:10]2[CH:18]=1. Given the reactants [OH-].[K+].[C:3]1([CH2:9][C:10]#N)[CH:8]=[CH:7][CH:6]=[CH:5][CH:4]=1.[Br:12][C:13]1[CH:18]=C[C:16]([N+:19]([O-])=[O:20])=[CH:15][CH:14]=1.O1CCCC1, predict the reaction product. (2) Given the reactants [Cl:1][C:2]1[C:10]2[N:9]=[C:8]3[N:11]([C:15]4[C:16]([CH3:25])=[N:17][C:18]([CH:22]5[CH2:24][CH2:23]5)=[N:19][C:20]=4[CH3:21])[CH2:12][CH2:13][CH2:14][N:7]3[C:6]=2[C:5]([CH:26]([OH:31])[C:27]([F:30])([F:29])[F:28])=[CH:4][CH:3]=1.[OH-].[Na+].[F:34][C:35](F)([F:39])C(O)=O, predict the reaction product. The product is: [Cl:1][C:2]1[C:10]2[N:9]=[C:8]3[N:11]([C:15]4[C:20]([CH3:21])=[N:19][C:18]([CH:22]5[CH2:23][CH2:24]5)=[N:17][C:16]=4[CH3:25])[CH2:12][CH2:13][CH2:14][N:7]3[C:6]=2[C:5]([CH:26]([O:31][CH:35]([F:39])[F:34])[C:27]([F:29])([F:28])[F:30])=[CH:4][CH:3]=1. (3) Given the reactants C([Mg]Br)C.Cl.Cl.Cl.[CH:8]1([C@H:13]2[C:21]3[C:20]([N:22]4[C:35]5[C:30](=[C:31]([CH2:36][NH:37][CH:38]([CH3:40])[CH3:39])[CH:32]=[CH:33][CH:34]=5)[C:24]5([CH2:29][CH2:28][NH:27][CH2:26][CH2:25]5)[CH2:23]4)=[N:19][CH:18]=[N:17][C:16]=3[CH2:15][CH2:14]2)[CH2:12][CH2:11][CH2:10][CH2:9]1, predict the reaction product. The product is: [CH:8]1([C@H:13]2[C:21]3[C:20]([N:22]4[C:35]5[C:30](=[C:31]([CH2:36][NH:37][CH:38]([CH3:40])[CH3:39])[CH:32]=[CH:33][CH:34]=5)[C:24]5([CH2:29][CH2:28][NH:27][CH2:26][CH2:25]5)[CH2:23]4)=[N:19][CH:18]=[N:17][C:16]=3[CH2:15][CH2:14]2)[CH2:9][CH2:10][CH2:11][CH2:12]1. (4) Given the reactants [Br:1][C:2]1[CH:3]=[C:4]2[C:10](I)=[CH:9][N:8]([S:12]([C:15]3[CH:21]=[CH:20][C:18]([CH3:19])=[CH:17][CH:16]=3)(=[O:14])=[O:13])[C:5]2=[N:6][CH:7]=1.N1C2[C:25](=[CH:26][C:27](B(O)O)=CC=2)[CH:24]=[CH:23]1.[C:34]([O-:37])([O-])=O.[Na+].[Na+].[CH3:40]C#N, predict the reaction product. The product is: [Br:1][C:2]1[CH:3]=[C:4]2[C:10]([C:25]3[CH:26]=[CH:27][C:34]([OH:37])=[CH:23][CH:24]=3)=[C:9]([CH3:40])[N:8]([S:12]([C:15]3[CH:21]=[CH:20][C:18]([CH3:19])=[CH:17][CH:16]=3)(=[O:14])=[O:13])[C:5]2=[N:6][CH:7]=1. (5) Given the reactants [CH:1]#[C:2][CH:3]([OH:9])[CH2:4][CH2:5][CH2:6][CH2:7][CH3:8].CC(C)=O.[Cr](O[Cr]([O-])(=O)=O)([O-])(=O)=O.[K+].[K+].S(=O)(=O)(O)O, predict the reaction product. The product is: [CH:1]#[C:2][C:3](=[O:9])[CH2:4][CH2:5][CH2:6][CH2:7][CH3:8].